From a dataset of Full USPTO retrosynthesis dataset with 1.9M reactions from patents (1976-2016). Predict the reactants needed to synthesize the given product. (1) Given the product [Cl:1][C:2]1[N:7]=[C:6]2[N:8]([CH:13]([CH3:15])[CH3:14])[CH:9]=[N:10][C:5]2=[C:4]([Cl:11])[CH:3]=1, predict the reactants needed to synthesize it. The reactants are: [Cl:1][C:2]1[N:7]=[C:6]2[NH:8][CH:9]=[N:10][C:5]2=[C:4]([Cl:11])[CH:3]=1.I[CH:13]([CH3:15])[CH3:14]. (2) The reactants are: [CH2:1]([O:8][C:9]1[C:14](Br)=[CH:13][CH:12]=[CH:11][C:10]=1[CH2:16][C:17]([O:19][CH3:20])=[O:18])[C:2]1[CH:7]=[CH:6][CH:5]=[CH:4][CH:3]=1.[ClH:21]. Given the product [CH2:1]([O:8][C:9]1[C:14]([Cl:21])=[CH:13][CH:12]=[CH:11][C:10]=1[CH2:16][C:17]([O:19][CH3:20])=[O:18])[C:2]1[CH:7]=[CH:6][CH:5]=[CH:4][CH:3]=1, predict the reactants needed to synthesize it. (3) Given the product [CH3:1][C@:2]12[C:11](=[O:10])[NH:15][C:8](=[O:9])[C@@:7]1([CH3:13])[C@H:6]1[O:14][C@@H:3]2[CH2:4][CH2:5]1, predict the reactants needed to synthesize it. The reactants are: [CH3:1][C@:2]12[C:11](=O)[O:10][C:8](=[O:9])[C@@:7]1([CH3:13])[C@H:6]1[O:14][C@@H:3]2[CH2:4][CH2:5]1.[NH2:15]C1SC2C=C(C(O)=O)C=CC=2N=1.C1(C)C=CC=CC=1.